From a dataset of Catalyst prediction with 721,799 reactions and 888 catalyst types from USPTO. Predict which catalyst facilitates the given reaction. (1) Reactant: [Br:1][C:2]1[N:6]2[N:7]=[CH:8][CH:9]=[C:10]([N:11]3[CH2:16][CH2:15][O:14][CH2:13][CH2:12]3)[C:5]2=[N:4][C:3]=1[CH:17]=O.[C:19]([O-])([O-])=O.[K+].[K+].[N+](=C(P(=O)(OC)OC)C(=O)C)=[N-]. Product: [Br:1][C:2]1[N:6]2[N:7]=[CH:8][CH:9]=[C:10]([N:11]3[CH2:16][CH2:15][O:14][CH2:13][CH2:12]3)[C:5]2=[N:4][C:3]=1[C:17]#[CH:19]. The catalyst class is: 100. (2) Reactant: Cl[C:2]1[S:3][C:4]([CH2:7][C:8]2[CH:13]=[CH:12][C:11]([CH3:14])=[CH:10][CH:9]=2)=[N:5][N:6]=1.[NH:15]1[CH2:19][CH2:18][C@H:17]([NH:20][C:21](=[O:27])[O:22][C:23]([CH3:26])([CH3:25])[CH3:24])[CH2:16]1.CCN(C(C)C)C(C)C. Product: [CH3:14][C:11]1[CH:12]=[CH:13][C:8]([CH2:7][C:4]2[S:3][C:2]([N:15]3[CH2:19][CH2:18][C@H:17]([NH:20][C:21](=[O:27])[O:22][C:23]([CH3:25])([CH3:24])[CH3:26])[CH2:16]3)=[N:6][N:5]=2)=[CH:9][CH:10]=1. The catalyst class is: 3. (3) Reactant: [C:1]1([C:7]2[O:11][N:10]=[C:9]([C@H:12]3[CH2:16][CH2:15][CH2:14][N:13]3C(OC(C)(C)C)=O)[CH:8]=2)[CH:6]=[CH:5][CH:4]=[CH:3][CH:2]=1.C(O)(C(F)(F)F)=O. Product: [C:1]1([C:7]2[O:11][N:10]=[C:9]([C@H:12]3[CH2:16][CH2:15][CH2:14][NH:13]3)[CH:8]=2)[CH:2]=[CH:3][CH:4]=[CH:5][CH:6]=1. The catalyst class is: 4. (4) Reactant: [Cl:1][C:2]1[N:3]=[C:4](Cl)[C:5]2[C:10]([I:11])=[CH:9][N:8]([S:12]([C:15]3[CH:21]=[CH:20][C:18]([CH3:19])=[CH:17][CH:16]=3)(=[O:14])=[O:13])[C:6]=2[N:7]=1.CN.C[CH2:26][N:27](C(C)C)C(C)C. Product: [Cl:1][C:2]1[N:3]=[C:4]([NH:27][CH3:26])[C:5]2[C:10]([I:11])=[CH:9][N:8]([S:12]([C:15]3[CH:21]=[CH:20][C:18]([CH3:19])=[CH:17][CH:16]=3)(=[O:14])=[O:13])[C:6]=2[N:7]=1. The catalyst class is: 51. (5) Reactant: [NH2:1][C:2]1[N:10]=[CH:9][CH:8]=[CH:7][C:3]=1[C:4]([OH:6])=O.[Cl:11][C:12]1[CH:18]=[CH:17][C:15]([NH2:16])=[CH:14][CH:13]=1.CC[N:21]([CH:25]([CH3:27])C)[CH:22]([CH3:24])C.[CH2:28](Cl)[CH2:29]Cl.C1C=CC2N(O)N=NC=2C=1. The catalyst class is: 2. Product: [Cl:11][C:12]1[CH:18]=[CH:17][C:15]([NH:16][C:4]([C:3]2[C:2]([NH:1][CH2:28][C:29]3[CH:24]=[CH:22][N:21]=[CH:25][CH:27]=3)=[N:10][CH:9]=[CH:8][CH:7]=2)=[O:6])=[CH:14][CH:13]=1. (6) Reactant: [NH:1]1[C:7]2[CH:8]=[CH:9][CH:10]=[CH:11][C:6]=2[CH2:5][CH2:4][CH2:3][CH2:2]1.[C:12]([C:14]1[CH:22]=[CH:21][C:17]([C:18](O)=[O:19])=[CH:16][C:15]=1[CH3:23])#[N:13].C(N(CC)CC)C. Product: [CH3:23][C:15]1[CH:16]=[C:17]([C:18]([N:1]2[CH2:2][CH2:3][CH2:4][CH2:5][C:6]3[CH:11]=[CH:10][CH:9]=[CH:8][C:7]2=3)=[O:19])[CH:21]=[CH:22][C:14]=1[C:12]#[N:13]. The catalyst class is: 112. (7) Reactant: C(=O)([O-])[O-].[Cs+].[Cs+].[NH2:7][C:8]1[CH:9]=[CH:10][C:11]2[N:15]=[C:14]([N:16]3[CH2:20][CH2:19][CH:18]4[CH2:21][N:22]([C:24]([O:26][C:27]([CH3:30])([CH3:29])[CH3:28])=[O:25])[CH2:23][CH:17]34)[N:13]([CH2:31][CH:32]=[C:33]([CH3:35])[CH3:34])[C:12]=2[CH:36]=1.[C:37](Cl)(=[O:44])[C:38]1[CH:43]=[CH:42][CH:41]=[CH:40][CH:39]=1. Product: [C:37]([NH:7][C:8]1[CH:9]=[CH:10][C:11]2[N:15]=[C:14]([N:16]3[CH2:20][CH2:19][CH:18]4[CH2:21][N:22]([C:24]([O:26][C:27]([CH3:29])([CH3:30])[CH3:28])=[O:25])[CH2:23][CH:17]34)[N:13]([CH2:31][CH:32]=[C:33]([CH3:35])[CH3:34])[C:12]=2[CH:36]=1)(=[O:44])[C:38]1[CH:43]=[CH:42][CH:41]=[CH:40][CH:39]=1. The catalyst class is: 9.